Dataset: NCI-60 drug combinations with 297,098 pairs across 59 cell lines. Task: Regression. Given two drug SMILES strings and cell line genomic features, predict the synergy score measuring deviation from expected non-interaction effect. (1) Drug 1: CN(C)N=NC1=C(NC=N1)C(=O)N. Drug 2: C(CCl)NC(=O)N(CCCl)N=O. Cell line: MOLT-4. Synergy scores: CSS=6.47, Synergy_ZIP=-5.53, Synergy_Bliss=-6.14, Synergy_Loewe=-5.34, Synergy_HSA=-5.15. (2) Drug 1: CC1=C(C(CCC1)(C)C)C=CC(=CC=CC(=CC(=O)O)C)C. Drug 2: CCC1(CC2CC(C3=C(CCN(C2)C1)C4=CC=CC=C4N3)(C5=C(C=C6C(=C5)C78CCN9C7C(C=CC9)(C(C(C8N6C)(C(=O)OC)O)OC(=O)C)CC)OC)C(=O)OC)O.OS(=O)(=O)O. Cell line: RPMI-8226. Synergy scores: CSS=51.9, Synergy_ZIP=4.78, Synergy_Bliss=5.89, Synergy_Loewe=4.73, Synergy_HSA=4.82. (3) Drug 1: C1CN1C2=NC(=NC(=N2)N3CC3)N4CC4. Drug 2: C1=NC2=C(N1)C(=S)N=C(N2)N. Cell line: CAKI-1. Synergy scores: CSS=49.9, Synergy_ZIP=-9.97, Synergy_Bliss=-10.8, Synergy_Loewe=0.142, Synergy_HSA=0.784.